This data is from Reaction yield outcomes from USPTO patents with 853,638 reactions. The task is: Predict the reaction yield, written as a fraction of the theoretical maximum amount of product (1.0 means a 100% yield; for example, 0.34 means a 34% yield). (1) The reactants are [F:1][C:2]1[CH:7]=[C:6]([C:8]([CH3:10])=[CH2:9])[CH:5]=[CH:4][C:3]=1[C@@H:11]([NH:13][S@@:14]([C:16]([CH3:19])([CH3:18])[CH3:17])=[O:15])[CH3:12].[H][H]. The catalyst is [Pd].CO. The product is [F:1][C:2]1[CH:7]=[C:6]([CH:8]([CH3:9])[CH3:10])[CH:5]=[CH:4][C:3]=1[C@@H:11]([NH:13][S@@:14]([C:16]([CH3:19])([CH3:18])[CH3:17])=[O:15])[CH3:12]. The yield is 0.730. (2) The reactants are [F:1][C:2]([F:14])([C:7]1[CH:12]=[CH:11][C:10]([F:13])=[CH:9][CH:8]=1)[C:3]([NH:5][NH2:6])=[O:4].FF.[NH:17]1[C:27]2[C:22](=[CH:23][CH:24]=[CH:25][CH:26]=2)[C:20](=O)[C:18]1=[O:19]. The catalyst is CCO. The product is [O:19]=[C:18]1[NH:17][C:27]2[C:22](/[C:20]/1=[N:6]/[NH:5][C:3](=[O:4])[C:2]([F:1])([F:14])[C:7]1[CH:12]=[CH:11][C:10]([F:13])=[CH:9][CH:8]=1)=[CH:23][CH:24]=[CH:25][CH:26]=2. The yield is 0.450. (3) The reactants are Cl[CH2:2][CH2:3][CH2:4][C:5]([C:7]1[CH:12]=[CH:11][CH:10]=[CH:9][CH:8]=1)=[O:6].[C:13]([NH:21][CH:22]1[CH2:27][CH2:26][NH:25][CH2:24][CH2:23]1)(=[O:20])[C:14]1[CH:19]=[CH:18][CH:17]=[CH:16][CH:15]=1.C([O-])([O-])=O.[K+].[K+].O. The catalyst is C(Cl)(Cl)Cl. The product is [C:5]([CH2:4][CH2:3][CH2:2][N:25]1[CH2:26][CH2:27][CH:22]([NH:21][C:13](=[O:20])[C:14]2[CH:19]=[CH:18][CH:17]=[CH:16][CH:15]=2)[CH2:23][CH2:24]1)(=[O:6])[C:7]1[CH:12]=[CH:11][CH:10]=[CH:9][CH:8]=1. The yield is 0.0820. (4) The reactants are [NH2:1][C:2]1[N:10]=[CH:9][N:8]=[C:7]2[C:3]=1[N:4]([C:30]1[CH:35]=[CH:34][C:33]([O:36][C:37]3[CH:42]=[CH:41][C:40]([O:43]C)=[CH:39][CH:38]=3)=[CH:32][CH:31]=1)[C:5](=[O:29])[N:6]2[C:11]1[CH:12]=[C:13]([N:17]([CH3:28])[C:18](=[O:27])/[CH:19]=[CH:20]/[CH2:21][N:22]([CH:24]2[CH2:26][CH2:25]2)[CH3:23])[CH:14]=[CH:15][CH:16]=1.B(Br)(Br)Br. The catalyst is C(Cl)Cl. The product is [NH2:1][C:2]1[N:10]=[CH:9][N:8]=[C:7]2[C:3]=1[N:4]([C:30]1[CH:31]=[CH:32][C:33]([O:36][C:37]3[CH:42]=[CH:41][C:40]([OH:43])=[CH:39][CH:38]=3)=[CH:34][CH:35]=1)[C:5](=[O:29])[N:6]2[C:11]1[CH:12]=[C:13]([N:17]([CH3:28])[C:18](=[O:27])/[CH:19]=[CH:20]/[CH2:21][N:22]([CH:24]2[CH2:26][CH2:25]2)[CH3:23])[CH:14]=[CH:15][CH:16]=1. The yield is 0.140.